From a dataset of Reaction yield outcomes from USPTO patents with 853,638 reactions. Predict the reaction yield, written as a fraction of the theoretical maximum amount of product (1.0 means a 100% yield; for example, 0.34 means a 34% yield). (1) The reactants are [C:1]([C:4]1[CH:11]=[CH:10][C:7]([CH:8]=[O:9])=[CH:6][CH:5]=1)([OH:3])=[O:2].[F:12][C:13]([F:21])([C:17]([F:20])([F:19])[F:18])[CH:14](O)[CH3:15].C(Cl)CCl.CCCCCC. The catalyst is CN(C1C=CN=CC=1)C.CN(C=O)C. The product is [CH:8]([C:7]1[CH:10]=[CH:11][C:4]([C:1]([O:3][CH:14]([C:13]([F:21])([F:12])[C:17]([F:20])([F:19])[F:18])[CH3:15])=[O:2])=[CH:5][CH:6]=1)=[O:9]. The yield is 0.670. (2) The reactants are [F:1][C:2]1[CH:7]=[CH:6][C:5]([CH:8]2[C:16]3[C:11](=[CH:12][C:13]([C:17]#[N:18])=[CH:14][CH:15]=3)[CH2:10][O:9]2)=[CH:4][CH:3]=1.[Li+].CC([N-]C(C)C)C.[CH:27](OC)=[O:28]. The catalyst is C1COCC1. The product is [F:1][C:2]1[CH:7]=[CH:6][C:5]([C:8]2([CH:27]=[O:28])[C:16]3[C:11](=[CH:12][C:13]([C:17]#[N:18])=[CH:14][CH:15]=3)[CH2:10][O:9]2)=[CH:4][CH:3]=1. The yield is 0.500.